From a dataset of Catalyst prediction with 721,799 reactions and 888 catalyst types from USPTO. Predict which catalyst facilitates the given reaction. (1) Reactant: O[C:2]1[C:11]2[C:6](=[N:7][CH:8]=[CH:9][CH:10]=2)[N:5]([C:12]2[CH:17]=[CH:16][CH:15]=[C:14]([O:18][C:19]([F:22])([F:21])[F:20])[CH:13]=2)[C:4](=[O:23])[C:3]=1[C:24](=O)[CH2:25][C:26]1[CH:31]=[CH:30][CH:29]=[CH:28][C:27]=1[O:32][CH3:33].O.[NH2:36][NH2:37].C(=O)([O-])O.[Na+]. Product: [CH3:33][O:32][C:27]1[CH:28]=[CH:29][CH:30]=[CH:31][C:26]=1[CH2:25][C:24]1[C:3]2[C:4](=[O:23])[N:5]([C:12]3[CH:17]=[CH:16][CH:15]=[C:14]([O:18][C:19]([F:20])([F:22])[F:21])[CH:13]=3)[C:6]3[N:7]=[CH:8][CH:9]=[CH:10][C:11]=3[C:2]=2[NH:37][N:36]=1. The catalyst class is: 3. (2) Reactant: [F:1][C:2]([F:7])([F:6])[C:3]([OH:5])=[O:4].[OH:8][C:9]1([C:20]2[CH:25]=[CH:24][CH:23]=[CH:22][CH:21]=2)[CH2:12][N:11](C(OC(C)(C)C)=O)[CH2:10]1. Product: [F:1][C:2]([F:7])([F:6])[C:3]([OH:5])=[O:4].[OH:8][C:9]1([C:20]2[CH:25]=[CH:24][CH:23]=[CH:22][CH:21]=2)[CH2:12][NH:11][CH2:10]1. The catalyst class is: 4. (3) Product: [O:15]1[CH2:14][CH2:13][O:12][CH:11]1[CH2:10][CH2:9][CH2:8][C:5]1[CH:6]=[CH:7][C:2]([O:1][CH2:17][C:18]2[N:19]=[C:20]([C:24]3[CH:29]=[CH:28][CH:27]=[CH:26][CH:25]=3)[S:21][C:22]=2[CH3:23])=[CH:3][CH:4]=1. Reactant: [OH:1][C:2]1[CH:7]=[CH:6][C:5]([CH2:8][CH2:9][CH2:10][CH:11]2[O:15][CH2:14][CH2:13][O:12]2)=[CH:4][CH:3]=1.Cl[CH2:17][C:18]1[N:19]=[C:20]([C:24]2[CH:29]=[CH:28][CH:27]=[CH:26][CH:25]=2)[S:21][C:22]=1[CH3:23].C(=O)([O-])[O-].[K+].[K+].CN(C)C=O. The catalyst class is: 6. (4) Reactant: [NH2:1][C:2]1[CH:15]=[C:14]2[C:9]([N:10]=[CH:11][CH:12]=[CH:13]2)=[C:8]2[C:3]=1[CH:4]=[CH:5][CH:6]=[N:7]2.CCN(C(C)C)C(C)C.[CH3:25][O:26][C:27](=[O:34])[CH2:28][CH2:29][CH2:30][C:31](Cl)=[O:32]. Product: [CH3:25][O:26][C:27](=[O:34])[CH2:28][CH2:29][CH2:30][C:31](=[O:32])[NH:1][C:2]1[CH:15]=[C:14]2[C:9]([N:10]=[CH:11][CH:12]=[CH:13]2)=[C:8]2[C:3]=1[CH:4]=[CH:5][CH:6]=[N:7]2. The catalyst class is: 3. (5) Reactant: [C:1]([O:6][CH3:7])(=[O:5])/[CH:2]=[CH:3]/[CH3:4].CO[CH2:10][N:11]([CH2:19][Si](C)(C)C)[CH2:12][C:13]1[CH:18]=[CH:17][CH:16]=[CH:15][CH:14]=1.[C:24](O)(C(F)(F)F)=O. Product: [CH2:12]([N:11]1[CH2:10][CH:3]([CH3:4])[CH:2]([C:1]([O:6][CH2:7][CH3:24])=[O:5])[CH2:19]1)[C:13]1[CH:14]=[CH:15][CH:16]=[CH:17][CH:18]=1. The catalyst class is: 11.